This data is from Experimentally validated miRNA-target interactions with 360,000+ pairs, plus equal number of negative samples. The task is: Binary Classification. Given a miRNA mature sequence and a target amino acid sequence, predict their likelihood of interaction. (1) The miRNA is hsa-miR-6840-3p with sequence GCCCAGGACUUUGUGCGGGGUG. The protein sequence of the target gene is MVLAQSRVSAGVGSPHCSGSGGGGSDSFPWPASHPGNPQCSFSTAFLASPRLSRGTLAYLPPAPWSSLATPSALLGSSCAPPPPPARCPQPRALSPELGTKAGPRRPHRWELPRSPSQGAQGPAPRRRLLETMKGIVAASGSETEDEDSMDIPLDLSSSAGSGKRRRRGNLPKESVQILRDWLYEHRYNAYPSEQEKALLSQQTHLSTLQVCNWFINARRRLLPDMLRKDGKDPNQFTISRRGAKISETSSVESVMGIKNFMPALEETPFHSCTAGPNPTLGRPLSPKPSSPGSVLARPS.... Result: 1 (interaction). (2) The miRNA is hsa-miR-6769b-5p with sequence UGGUGGGUGGGGAGGAGAAGUGC. The protein sequence of the target gene is MTTLDHVIATHQSEWVSFSEEPLFPTPLEGGTEEHFPGLSSSSERSESSSGENHVVDEGSQDLSHSEQDDSSEKMGLISEAASPPGSPVQPTPDLASAISNWVQFEDDTPWSSTSPPHKETALTLTMPCWTCPSFDSLRRCPLTSESSWTTHSEDTSSPSVAPSYTDLQLINTEEQASGRASGTDSTDNSSSLQEDEEVEMEAISWWAGSPAMNGHPAAPPVTTARFPSWVTFEDNEVGCPSPPVPSPKKPNTPSAATAAPDVPFNSTGSFKRDRPKSTLMNLPKVQKLDISSLNRPPSV.... Result: 0 (no interaction).